This data is from Catalyst prediction with 721,799 reactions and 888 catalyst types from USPTO. The task is: Predict which catalyst facilitates the given reaction. (1) Reactant: [CH3:1]C[O-].[Na+].[S:5]1[CH:9]=[CH:8][C:7](C=O)=[CH:6]1.[C:12]([O:21]CC)(=[O:20])[CH2:13][CH2:14][C:15]([O:17][CH2:18][CH3:19])=[O:16]. Product: [CH2:18]([O:17][C:15]([C:14](=[CH:1][C:9]1[S:5][CH:6]=[CH:7][CH:8]=1)[CH2:13][C:12]([OH:21])=[O:20])=[O:16])[CH3:19]. The catalyst class is: 8. (2) Reactant: [O:1]1[CH:5]=[CH:4][CH:3]=[C:2]1[C:6]1[O:7][C:8]([CH3:42])=[C:9]([CH2:11][O:12][C:13]2[CH:39]=[CH:38][C:16]([CH2:17][O:18][C:19]3[C:23](/[CH:24]=[CH:25]/[C:26](N(OC)C)=[O:27])=[CH:22][N:21]([C:32]4[CH:37]=[CH:36][CH:35]=[CH:34][CH:33]=4)[N:20]=3)=[CH:15][C:14]=2[O:40][CH3:41])[N:10]=1.[CH3:43][Mg]Br.Cl. Product: [O:1]1[CH:5]=[CH:4][CH:3]=[C:2]1[C:6]1[O:7][C:8]([CH3:42])=[C:9]([CH2:11][O:12][C:13]2[CH:39]=[CH:38][C:16]([CH2:17][O:18][C:19]3[C:23](/[CH:24]=[CH:25]/[C:26](=[O:27])[CH3:43])=[CH:22][N:21]([C:32]4[CH:33]=[CH:34][CH:35]=[CH:36][CH:37]=4)[N:20]=3)=[CH:15][C:14]=2[O:40][CH3:41])[N:10]=1. The catalyst class is: 7. (3) Reactant: [CH3:1][O:2][C:3]1[CH:4]=[C:5]2[C:10](=[CH:11][C:12]=1[OH:13])[N:9]=[CH:8][CH:7]=[C:6]2[O:14][C:15]1[C:16]([CH3:25])=[N:17][C:18]2[C:23]([CH:24]=1)=[CH:22][CH:21]=[CH:20][CH:19]=2.Br[CH2:27][CH2:28][CH2:29][Cl:30].C(=O)([O-])[O-].[K+].[K+].O. Product: [Cl:30][CH2:29][CH2:28][CH2:27][O:13][C:12]1[CH:11]=[C:10]2[C:5]([C:6]([O:14][C:15]3[C:16]([CH3:25])=[N:17][C:18]4[C:23]([CH:24]=3)=[CH:22][CH:21]=[CH:20][CH:19]=4)=[CH:7][CH:8]=[N:9]2)=[CH:4][C:3]=1[O:2][CH3:1]. The catalyst class is: 9. (4) Reactant: [C:1]1(=[O:11])[C:5]2([CH2:10][CH2:9][CH2:8][CH2:7][CH2:6]2)[CH2:4][CH2:3][NH:2]1.[H-].[Na+].Br[CH2:15][C:16]1[C:21]([Cl:22])=[CH:20][C:19]([O:23][CH2:24][C:25]2[CH:30]=[CH:29][CH:28]=[CH:27][CH:26]=2)=[CH:18][C:17]=1[Cl:31].Cl. Product: [CH2:24]([O:23][C:19]1[CH:18]=[C:17]([Cl:31])[C:16]([CH2:15][N:2]2[CH2:3][CH2:4][C:5]3([CH2:10][CH2:9][CH2:8][CH2:7][CH2:6]3)[C:1]2=[O:11])=[C:21]([Cl:22])[CH:20]=1)[C:25]1[CH:26]=[CH:27][CH:28]=[CH:29][CH:30]=1. The catalyst class is: 369.